Predict the reaction yield, written as a fraction of the theoretical maximum amount of product (1.0 means a 100% yield; for example, 0.34 means a 34% yield). From a dataset of Reaction yield outcomes from USPTO patents with 853,638 reactions. No catalyst specified. The reactants are [CH3:1]C1=C(C)C(OC1=O)=O.[NH2:10][CH2:11][CH2:12]C12CC(CC1)C=C2.[C:20]1([CH3:26])[CH:25]=[CH:24][CH:23]=[CH:22][CH:21]=1. The yield is 0.910. The product is [NH2:10][CH2:11][CH2:12][CH2:26][C:20]12[CH2:1][CH:23]([CH2:24][CH2:25]1)[CH:22]=[CH:21]2.